This data is from HIV replication inhibition screening data with 41,000+ compounds from the AIDS Antiviral Screen. The task is: Binary Classification. Given a drug SMILES string, predict its activity (active/inactive) in a high-throughput screening assay against a specified biological target. (1) The compound is CC(=O)NNc1nc(C)c(C(=O)C=Cc2ccc(NC(C)=O)cc2)s1. The result is 0 (inactive). (2) The drug is CC(=O)N1C(=O)C(=CC(=O)c2ccc(Cl)cc2)c2ccccc21. The result is 0 (inactive). (3) The drug is COC(=O)C=C1SC2(OC1=Nc1ccccc1)C1CC3CC(C1)CC2C3. The result is 0 (inactive). (4) The drug is C=C1CC(C)(COc2ccc3ccc(=O)oc3c2)OC1=O. The result is 0 (inactive). (5) The drug is C=CCOCn1cnc2c(N)ncnc21. The result is 0 (inactive). (6) The compound is CC12Cc3conc3C(O)=C1CCC1C2CCC2(C)C1CCC2(C)O. The result is 0 (inactive). (7) The drug is CCOC(=O)C(CCCCn1cnc2ncnc(Cl)c21)(NC(C)=O)C(=O)OCC. The result is 0 (inactive). (8) The molecule is CCN(CC)Cc1c(C(=O)NCCO)[n+]([O-])c2ccccc2[n+]1[O-]. The result is 0 (inactive). (9) The molecule is Nn1c(SSSSc2nnc(-c3ccccc3)n2N)nnc1-c1ccccc1. The result is 0 (inactive). (10) The molecule is CC1(c2cccc([N+](=O)[O-])c2)C(C#N)C(=O)NC(=O)C1C#N. The result is 0 (inactive).